Dataset: Full USPTO retrosynthesis dataset with 1.9M reactions from patents (1976-2016). Task: Predict the reactants needed to synthesize the given product. (1) The reactants are: [CH3:1][CH:2]([CH3:6])[CH2:3][CH:4]=O.[Br:7][C:8]1[CH:13]=[CH:12][C:11]([NH:14]N)=[CH:10][CH:9]=1. Given the product [Br:7][C:8]1[CH:13]=[C:12]2[C:11](=[CH:10][CH:9]=1)[NH:14][CH:4]=[C:3]2[CH:2]([CH3:6])[CH3:1], predict the reactants needed to synthesize it. (2) The reactants are: B(O)(O)[C@H]1N(C([C@@H](N)C(C)C)=O)CCC1.CS(O)(=O)=O.[C@H:21]([OH:30])([C:27]([OH:29])=[O:28])[C@@H:22]([OH:26])[C:23]([OH:25])=[O:24].[CH3:31][N:32]([CH3:48])[CH2:33][C@H:34]([CH3:47])[C@@:35]([C:39]1[CH:44]=[CH:43][CH:42]=[C:41]([O:45][CH3:46])[CH:40]=1)([OH:38])[CH2:36][CH3:37].C(O)(=O)C(C(C(O)=O)O)O. Given the product [C:23]([CH:22]([CH:21]([C:27]([OH:29])=[O:28])[OH:30])[OH:26])([OH:25])=[O:24].[CH3:48][N:32]([CH3:31])[CH2:33][C@H:34]([CH3:47])[C@@:35]([C:39]1[CH:44]=[CH:43][CH:42]=[C:41]([O:45][CH3:46])[CH:40]=1)([OH:38])[CH2:36][CH3:37], predict the reactants needed to synthesize it.